Dataset: NCI-60 drug combinations with 297,098 pairs across 59 cell lines. Task: Regression. Given two drug SMILES strings and cell line genomic features, predict the synergy score measuring deviation from expected non-interaction effect. Drug 1: CN(C)C1=NC(=NC(=N1)N(C)C)N(C)C. Drug 2: C1=CC(=CC=C1CC(C(=O)O)N)N(CCCl)CCCl.Cl. Cell line: SNB-19. Synergy scores: CSS=17.8, Synergy_ZIP=6.67, Synergy_Bliss=16.2, Synergy_Loewe=8.50, Synergy_HSA=11.9.